Dataset: NCI-60 drug combinations with 297,098 pairs across 59 cell lines. Task: Regression. Given two drug SMILES strings and cell line genomic features, predict the synergy score measuring deviation from expected non-interaction effect. Drug 1: CN(C)N=NC1=C(NC=N1)C(=O)N. Drug 2: CC1C(C(CC(O1)OC2CC(OC(C2O)C)OC3=CC4=CC5=C(C(=O)C(C(C5)C(C(=O)C(C(C)O)O)OC)OC6CC(C(C(O6)C)O)OC7CC(C(C(O7)C)O)OC8CC(C(C(O8)C)O)(C)O)C(=C4C(=C3C)O)O)O)O. Cell line: CAKI-1. Synergy scores: CSS=25.7, Synergy_ZIP=6.65, Synergy_Bliss=9.91, Synergy_Loewe=15.9, Synergy_HSA=14.4.